Predict the reactants needed to synthesize the given product. From a dataset of Full USPTO retrosynthesis dataset with 1.9M reactions from patents (1976-2016). (1) Given the product [Cl:33][C:29]1[CH:28]=[C:27]([N:26]2[C:22]([CH2:21][NH:20][C:18]([NH:17][C:13]3[C:14]([CH3:16])=[N:15][C:10]([CH2:9][OH:8])=[CH:11][CH:12]=3)=[O:19])=[CH:23][C:24]([C:34]([F:37])([F:35])[F:36])=[N:25]2)[CH:32]=[CH:31][CH:30]=1, predict the reactants needed to synthesize it. The reactants are: [Si]([O:8][CH2:9][C:10]1[N:15]=[C:14]([CH3:16])[C:13]([NH:17][C:18]([NH:20][CH2:21][C:22]2[N:26]([C:27]3[CH:32]=[CH:31][CH:30]=[C:29]([Cl:33])[CH:28]=3)[N:25]=[C:24]([C:34]([F:37])([F:36])[F:35])[CH:23]=2)=[O:19])=[CH:12][CH:11]=1)(C(C)(C)C)(C)C.Cl. (2) Given the product [OH:1][CH2:2][C:3]1[CH:4]=[CH:5][C:6]([C:7]([N:29]2[CH2:25][CH2:24][CH2:23][CH2:28][CH2:27]2)=[O:9])=[CH:10][CH:11]=1, predict the reactants needed to synthesize it. The reactants are: [OH:1][CH2:2][C:3]1[CH:11]=[CH:10][C:6]([C:7]([OH:9])=O)=[CH:5][CH:4]=1.C(Cl)CCl.CCN(CC)CC.[CH:23]1[CH:24]=[CH:25]C2N(O)N=[N:29][C:27]=2[CH:28]=1.N1CCCCC1. (3) Given the product [CH:28]1([O:16][C:15](=[O:17])[C@@H:14]([NH:13][S:10]([C:7]2[CH:6]=[CH:5][C:4]([N+:1]([O-:3])=[O:2])=[CH:9][CH:8]=2)(=[O:12])=[O:11])[C:18]2[CH:19]=[CH:20][CH:21]=[CH:22][CH:23]=2)[CH2:32][CH2:31][CH2:30][CH2:29]1, predict the reactants needed to synthesize it. The reactants are: [N+:1]([C:4]1[CH:9]=[CH:8][C:7]([S:10]([NH:13][C@@H:14]([C:18]2[CH:23]=[CH:22][CH:21]=[CH:20][CH:19]=2)[C:15]([OH:17])=[O:16])(=[O:12])=[O:11])=[CH:6][CH:5]=1)([O-:3])=[O:2].S(Cl)(Cl)=O.[CH:28]1(O)[CH2:32][CH2:31][CH2:30][CH2:29]1. (4) Given the product [C:22]([C:3]1[C:2]([NH:1][S:24](=[O:27])(=[O:26])[NH2:25])=[CH:21][CH:20]=[CH:19][C:4]=1[O:5][CH2:6][C:7]([NH:10][C:11](=[O:18])[C:12]1[CH:13]=[CH:14][N:15]=[CH:16][CH:17]=1)([CH3:9])[CH3:8])#[N:23], predict the reactants needed to synthesize it. The reactants are: [NH2:1][C:2]1[C:3]([C:22]#[N:23])=[C:4]([CH:19]=[CH:20][CH:21]=1)[O:5][CH2:6][C:7]([NH:10][C:11](=[O:18])[C:12]1[CH:17]=[CH:16][N:15]=[CH:14][CH:13]=1)([CH3:9])[CH3:8].[S:24](Cl)(=[O:27])(=[O:26])[NH2:25]. (5) Given the product [CH3:24][N:25]1[CH2:30][CH2:29][N:28]([C:2]2[CH:3]=[CH:4][C:5]([O:9][C:10]([F:13])([F:12])[F:11])=[C:6]([NH2:8])[CH:7]=2)[CH2:27][CH2:26]1, predict the reactants needed to synthesize it. The reactants are: Br[C:2]1[CH:3]=[CH:4][C:5]([O:9][C:10]([F:13])([F:12])[F:11])=[C:6]([NH2:8])[CH:7]=1.[Li]N([Si](C)(C)C)[Si](C)(C)C.[CH3:24][N:25]1[CH2:30][CH2:29][NH:28][CH2:27][CH2:26]1. (6) Given the product [Br:1][C:2]1[C:3]([CH3:22])=[C:4]([N:8]2[CH2:9][C:10]3[C:11](=[CH:16][C:17]([O:20][CH3:21])=[CH:18][CH:19]=3)[C:12]2=[O:13])[CH:5]=[CH:6][CH:7]=1, predict the reactants needed to synthesize it. The reactants are: [Br:1][C:2]1[C:3]([CH3:22])=[C:4]([NH:8][CH2:9][C:10]2[CH:19]=[CH:18][C:17]([O:20][CH3:21])=[CH:16][C:11]=2[C:12](OC)=[O:13])[CH:5]=[CH:6][CH:7]=1.CC(C)([O-])C.[Na+].O. (7) The reactants are: [C:1](Cl)(=[O:15])[CH2:2][CH2:3][CH2:4][CH2:5][CH2:6][CH2:7][CH2:8][CH2:9][CH2:10][CH2:11][CH2:12][CH2:13][CH3:14].[CH2:17]([OH:24])[C:18]1[CH:23]=[CH:22][CH:21]=[CH:20][CH:19]=1. Given the product [C:1]([O:24][CH2:17][C:18]1[CH:23]=[CH:22][CH:21]=[CH:20][CH:19]=1)(=[O:15])[CH2:2][CH2:3][CH2:4][CH2:5][CH2:6][CH2:7][CH2:8][CH2:9][CH2:10][CH2:11][CH2:12][CH2:13][CH3:14], predict the reactants needed to synthesize it. (8) Given the product [CH3:22][C:20]1[N:21]=[C:16]([O:15][C:14]2[CH:13]=[C:12]([CH:11]=[C:8]3[CH2:7][CH2:6][C:5](=[O:4])[CH2:10][CH2:9]3)[CH:29]=[CH:28][CH:27]=2)[CH:17]=[CH:18][C:19]=1[C:23]([F:26])([F:24])[F:25], predict the reactants needed to synthesize it. The reactants are: O1[C:5]2([CH2:10][CH2:9][C:8](=[CH:11][C:12]3[CH:13]=[C:14]([CH:27]=[CH:28][CH:29]=3)[O:15][C:16]3[N:21]=[C:20]([CH3:22])[C:19]([C:23]([F:26])([F:25])[F:24])=[CH:18][CH:17]=3)[CH2:7][CH2:6]2)[O:4]CC1.Cl. (9) Given the product [F:18][C:2]([F:1])([F:17])[C:3]1[CH:8]=[CH:7][C:6]([CH2:9][NH:10][C:39]([NH:37][C:36]2[C:32]3[NH:31][C:23](=[O:29])[NH:10][C:9]=3[CH:6]=[CH:5][CH:4]=2)=[O:40])=[C:5]([N:11]2[CH2:16][CH2:15][CH2:14][CH2:13][CH2:12]2)[CH:4]=1, predict the reactants needed to synthesize it. The reactants are: [F:1][C:2]([F:18])([F:17])[C:3]1[CH:8]=[CH:7][C:6]([CH2:9][NH2:10])=[C:5]([N:11]2[CH2:16][CH2:15][CH2:14][CH2:13][CH2:12]2)[CH:4]=1.ClC(Cl)(O[C:23](=[O:29])OC(Cl)(Cl)Cl)Cl.[N-:31]=[C:32]=O.CO.[CH3:36][N:37]([CH:39]=[O:40])C.